This data is from Catalyst prediction with 721,799 reactions and 888 catalyst types from USPTO. The task is: Predict which catalyst facilitates the given reaction. (1) Reactant: [CH2:1]([N:5]1[CH:9]=[CH:8][N:7]=[CH:6]1)[CH2:2][CH2:3][CH3:4].[C:10]1([CH3:23])[CH:15]=[C:14]([CH3:16])[CH:13]=[C:12]([CH3:17])[C:11]=1[S:18]([O:21][NH2:22])(=[O:20])=[O:19].CCOCC. Product: [C:10]1([CH3:23])[CH:15]=[C:14]([CH3:16])[CH:13]=[C:12]([CH3:17])[C:11]=1[S:18]([O-:21])(=[O:20])=[O:19].[CH2:1]([N+:5]1[CH:9]=[CH:8][N:7]([NH2:22])[CH:6]=1)[CH2:2][CH2:3][CH3:4]. The catalyst class is: 2. (2) Product: [N+:9]([C:6]1[CH:7]=[C:3]([C:1]#[N:2])[N:4]([CH3:8])[CH:5]=1)([O-:11])=[O:10]. Reactant: [C:1]([C:3]1[N:4]([CH3:8])[CH:5]=[CH:6][CH:7]=1)#[N:2].[N+:9]([O-])([OH:11])=[O:10].[OH-].[Na+]. The catalyst class is: 15. (3) Reactant: [CH2:1]([S:3][C:4]1[C:9]([C:10]([O:12]CC)=[O:11])=[CH:8][CH:7]=[C:6]([C:15]([F:18])([F:17])[F:16])[N:5]=1)[CH3:2].[OH-].[K+].Cl. The catalyst class is: 90. Product: [CH2:1]([S:3][C:4]1[C:9]([C:10]([OH:12])=[O:11])=[CH:8][CH:7]=[C:6]([C:15]([F:18])([F:16])[F:17])[N:5]=1)[CH3:2].